Dataset: Full USPTO retrosynthesis dataset with 1.9M reactions from patents (1976-2016). Task: Predict the reactants needed to synthesize the given product. (1) The reactants are: Br[C:2]1[C:6]2[CH:7]=[C:8]3[C:13](=[CH:14][C:5]=2[N:4]([C:16]([C:29]2[CH:34]=[CH:33][CH:32]=[CH:31][CH:30]=2)([C:23]2[CH:28]=[CH:27][CH:26]=[CH:25][CH:24]=2)[C:17]2[CH:22]=[CH:21][CH:20]=[CH:19][CH:18]=2)[N:3]=1)[NH:12][C:11](=[O:15])[CH:10]=[CH:9]3.B(O)(O)[C:36]1[CH:41]=[CH:40][N:39]=[C:38]([CH3:42])[CH:37]=1.C([O-])([O-])=O.[K+].[K+]. Given the product [CH3:42][C:38]1[CH:37]=[C:36]([C:2]2[C:6]3[CH:7]=[C:8]4[C:13](=[CH:14][C:5]=3[N:4]([C:16]([C:29]3[CH:34]=[CH:33][CH:32]=[CH:31][CH:30]=3)([C:23]3[CH:28]=[CH:27][CH:26]=[CH:25][CH:24]=3)[C:17]3[CH:22]=[CH:21][CH:20]=[CH:19][CH:18]=3)[N:3]=2)[NH:12][C:11](=[O:15])[CH:10]=[CH:9]4)[CH:41]=[CH:40][N:39]=1, predict the reactants needed to synthesize it. (2) Given the product [C:36]([S:38][CH:6]1[CH2:9][N:8]([C:10]2[O:11][CH:12]=[C:13]([C:15](=[O:35])[NH:16][C@@H:17]3[CH2:21][CH2:20][N:19]([C:22]([O:24][CH2:25][C:26]4[CH:31]=[CH:30][C:29]([N+:32]([O-:34])=[O:33])=[CH:28][CH:27]=4)=[O:23])[CH2:18]3)[N:14]=2)[CH2:7]1)(=[O:39])[CH3:37], predict the reactants needed to synthesize it. The reactants are: CS(O[CH:6]1[CH2:9][N:8]([C:10]2[O:11][CH:12]=[C:13]([C:15](=[O:35])[NH:16][C@@H:17]3[CH2:21][CH2:20][N:19]([C:22]([O:24][CH2:25][C:26]4[CH:31]=[CH:30][C:29]([N+:32]([O-:34])=[O:33])=[CH:28][CH:27]=4)=[O:23])[CH2:18]3)[N:14]=2)[CH2:7]1)(=O)=O.[C:36]([O-:39])(=[S:38])[CH3:37].[K+]. (3) The reactants are: [CH3:1][O:2][C:3](=[O:77])/[CH:4]=[CH:5]\[CH:6]=[CH:7]\[C@H:8]([CH3:76])[C@@H:9]([O:68][Si:69]([C:72]([CH3:75])([CH3:74])[CH3:73])([CH3:71])[CH3:70])[CH2:10][C@H:11]([O:60][Si:61]([C:64]([CH3:67])([CH3:66])[CH3:65])([CH3:63])[CH3:62])/[CH:12]=[CH:13]\[C@H:14]([CH3:59])[C@H:15]([O:51][Si:52]([C:55]([CH3:58])([CH3:57])[CH3:56])([CH3:54])[CH3:53])[C@H:16]([CH3:50])[CH2:17][C@@H:18]([CH3:49])[CH2:19][CH2:20][C@@H:21]([O:41][Si:42]([C:45]([CH3:48])([CH3:47])[CH3:46])([CH3:44])[CH3:43])[C@H:22]([CH3:40])[C@@H:23]([O:30]CC1C=CC(OC)=CC=1)[C@@H:24]([CH3:29])/[CH:25]=[CH:26]\[CH:27]=[CH2:28].C(Cl)Cl.C(C1C(=O)C(Cl)=C(Cl)C(=O)C=1C#N)#N. Given the product [CH3:1][O:2][C:3](=[O:77])/[CH:4]=[CH:5]\[CH:6]=[CH:7]\[C@H:8]([CH3:76])[C@@H:9]([O:68][Si:69]([C:72]([CH3:75])([CH3:74])[CH3:73])([CH3:70])[CH3:71])[CH2:10][C@H:11]([O:60][Si:61]([C:64]([CH3:67])([CH3:66])[CH3:65])([CH3:62])[CH3:63])/[CH:12]=[CH:13]\[C@H:14]([CH3:59])[C@H:15]([O:51][Si:52]([C:55]([CH3:56])([CH3:57])[CH3:58])([CH3:54])[CH3:53])[C@H:16]([CH3:50])[CH2:17][C@@H:18]([CH3:49])[CH2:19][CH2:20][C@@H:21]([O:41][Si:42]([C:45]([CH3:46])([CH3:47])[CH3:48])([CH3:43])[CH3:44])[C@H:22]([CH3:40])[C@@H:23]([OH:30])[C@@H:24]([CH3:29])/[CH:25]=[CH:26]\[CH:27]=[CH2:28], predict the reactants needed to synthesize it.